Regression/Classification. Given a drug SMILES string, predict its absorption, distribution, metabolism, or excretion properties. Task type varies by dataset: regression for continuous measurements (e.g., permeability, clearance, half-life) or binary classification for categorical outcomes (e.g., BBB penetration, CYP inhibition). Dataset: cyp2c9_veith. From a dataset of CYP2C9 inhibition data for predicting drug metabolism from PubChem BioAssay. (1) The drug is O=C(O)C(=O)Cc1ccc2c(c1)OCO2. The result is 0 (non-inhibitor). (2) The molecule is CCc1ccc(N2CC(C(=O)N/N=C/c3cccc([N+](=O)[O-])c3)CC2=O)cc1. The result is 1 (inhibitor). (3) The drug is C[C@@H](O)CN(CCN(C[C@@H](C)O)C[C@@H](C)O)C[C@@H](C)O.O=[N+]([O-])O.[Cu]. The result is 1 (inhibitor). (4) The drug is O=C(CSc1ccc(Cl)cc1)N1CCN(c2ccc(Cl)cc2[N+](=O)[O-])CC1. The result is 1 (inhibitor). (5) The compound is CCNc1ncc2nc(-c3cn(C)c4ccccc34)c(=O)n(Cc3cccc(OC)c3)c2n1. The result is 0 (non-inhibitor).